Dataset: Experimentally validated miRNA-target interactions with 360,000+ pairs, plus equal number of negative samples. Task: Binary Classification. Given a miRNA mature sequence and a target amino acid sequence, predict their likelihood of interaction. (1) The miRNA is hsa-miR-3926 with sequence UGGCCAAAAAGCAGGCAGAGA. The protein sequence of the target gene is MPRLLTPLLCLTLLPALAARGLRCSQPSGTCLNGGRCEVANGTEACVCSGAFVGQRCQDSNPCLSTPCKNAGTCHVVDHGGTVDYACSCPLGFSGPLCLTPLDNACLANPCRNGGTCDLLTLTEYKCRCPPGWSGKSCQQADPCASNPCANGGQCLPFESSYICRCPPGFHGPTCRQDVNECSQNPGLCRHGGTCHNEIGSYRCACRATHTGPHCELPYVPCSPSPCQNGGTCRPTGDTTHECACLPGFAGQNCEENVDDCPGNNCKNGGACVDGVNTYNCRCPPEWTGQYCTEDVDECQ.... Result: 0 (no interaction). (2) The miRNA is hsa-miR-4784 with sequence UGAGGAGAUGCUGGGACUGA. Result: 0 (no interaction). The protein sequence of the target gene is MASGSAGKPTGEAASPAPASAIGGASSQPRKRLVSVCDHCKGKMQLVADLLLLSSEARPVLFEGPASSGAGAESFEQCRDTIIARTKGLSILTHDVQSQLNMGRFGEAGDSLVELGDLVVSLTECSAHAAYLAAVATPGAQPAQPGLVDRYRVTRCRHEVEQGCAVLRATPLADMTPQLLLEVSQGLSRNLKFLTDACALASDKSRDRFSREQFKLGVKCMSTSASALLACVREVKVAPSELARSRCALFSGPLVQAVSALVGFATEPQFLGRAAAVSAEGKAVQTAILGGAMSVVSACV.... (3) The miRNA is mmu-miR-5125 with sequence UCUGCCUGGGAUUUCCUUGU. The protein sequence of the target gene is MPALATGSACDMGLYELLAALPAQLQPHVDSQEDLTFLWDVFGEKSLHSLVKIHEKLHCYEKQNPLPILHGAAALADDLTEELQNKLPNSEIRELLKLLSKPNVKALLSVHDTVAQKSYDPVLPPVPDDIDDEEDSVKIIRLVKNSEPLGATIKKDEQTGAITVARIMRGGAADRSGLIHVGDELREVNGIPVEDKRPEEIIKILSQSKGAITFKIIPSTKEETPSKEGKIFIKALFDYDPKEDKAIPCKEAGLSFRKGDILQIMSQDDVTWWQAKHEGDANPRAGLIPSKHFQERRLAL.... Result: 1 (interaction). (4) The miRNA is mmu-miR-290a-5p with sequence ACUCAAACUAUGGGGGCACUUU. The protein sequence of the target gene is MLPGWELTLCLLVSLGFHFRSFYEVYKVSREHEEELDQEFELEMDTLFGGLKKDPTDFEWNFWMEWGKRRLVWLFIGHMAVSQLATLLTKKHRPWIVMVYGMWACWCVLGAPGVVMVLLHSTIAFCVAQFRSVLLSWLCSLLLLSTLRLQSVEEVKRRWYKTENEYYLLQFTLTVRCLYYTSFSLELCRQPPSAQPTPSAQGASHSYPWLLTYVFYYPVFHNGPILNFPEFFRQMQQPELNSLQHSLCIVAKGLGRLLCWWWLAELMVHLMYMHALYSSAPLLESVSCWTLGGLALAQVL.... Result: 1 (interaction). (5) The miRNA is mmu-miR-206-3p with sequence UGGAAUGUAAGGAAGUGUGUGG. Result: 1 (interaction). The protein sequence of the target gene is MEHPLFGCLRSPHATAQGLHPFSQSSLALHGRSDHMSYPELSTSSSSCIIAGYPNEEGMFASQHHRGHHHHHHHHHHHHQQQQHQALQSNWHLPQMSSPPSAARHSLCLQPDSGGPPELGSSPPVLCSNSSSLGSSTPTGAACAPGDYGRQALSPADVEKRSGSKRKSDSSDSQEGNYKSEVNSKPRKERTAFTKEQIRELEAEFAHHNYLTRLRRYEIAVNLDLTERQVKVWFQNRRMKWKRVKGGQQGAAAREKELVNVKKGTLLPSELSGIGAATLQQTGDSLANEDSRDSDHSSEH.... (6) The miRNA is hsa-miR-542-3p with sequence UGUGACAGAUUGAUAACUGAAA. Result: 0 (no interaction). The protein sequence of the target gene is MPPAGGPRAPRPAALPRSLSRLRECPGRSRIVLALGATQMALGCLIVAVSFAALALTTSARVRHSCPFWAGFSVLLSGLIGVVSWKRPLSLVITFFMLLSAVCVMLNLAGSILSCQNAQLVNSLEGCQLIKFDSVEVCVCCELQHQSSGCSNLGETLKLNPLQENCNAVRLTLKDLLFSVCALNVLSTIVCALATAMCCMQMVSSDVLQMFLPQRSHPANPTCVTPHGTVLHQTLDFDEFIPPLPPPPYYPPEYTCTPSTEAQRGLHLDFAPSPFGTLYDVAINSPGLLYPAELPPPYEA.... (7) The miRNA is hsa-miR-10a-5p with sequence UACCCUGUAGAUCCGAAUUUGUG. The protein sequence of the target gene is MSFIDPYQHIIVEHQYSHKFTVVVLRATKVTKGAFGDMLDTPDPYVELFISTTPDSRKRTRHFNNDINPVWNETFEFILDPNQENVLEITLMDANYVMDETLGTATFTVSSMKVGEKKEVPFIFNQVTEMVLEMSLEVCSCPDLRFSMALCDQEKTFRQQRKEHIRESMKKLLGPKNSEGLHSARDVPVVAILGSGGGFRAMVGFSGVMKALYESGILDCATYVAGLSGSTWYMSTLYSHPDFPEKGPEEINEELMKNVSHNPLLLLTPQKVKRYVESLWKKKSSGQPVTFTDIFGMLIG.... Result: 1 (interaction). (8) The miRNA is rno-miR-338-3p with sequence UCCAGCAUCAGUGAUUUUGUUGA. The protein sequence of the target gene is MASLRLFLLCLAGLVFVSEAGPAGAGESKCPLMVKVLDAVRGSPAVDVAVKVFKKTSEGSWEPFASGKTAESGELHGLTTDEKFVEGVYRVELDTKSYWKTLGISPFHEFADVVFTANDSGHRHYTIAALLSPYSYSTTAVVSNPQN. Result: 0 (no interaction). (9) The miRNA is hsa-miR-1304-5p with sequence UUUGAGGCUACAGUGAGAUGUG. The protein sequence of the target gene is MTDLNDNICKRYIKMITNIVILSLIICISLAFWIISMTASTYYGNLRPISPWRWLFSVVVPVLIVSNGLKKKSLDHSGALGGLVVGFILTIANFSFFTSLLMFFLSSSKLTKWKGEVKKRLDSEYKEGGQRNWVQVFCNGAVPTELALLYMIENGPGEIPVDFSKQYSASWMCLSLLAALACSAGDTWASEVGPVLSKSSPRLITTWEKVPVGTNGGVTVVGLVSSLLGGTFVGIAYFLTQLIFVNDLDISAPQWPIIAFGGLAGLLGSIVDSYLGATMQYTGLDESTGMVVNSPTNKAR.... Result: 1 (interaction). (10) The miRNA is hsa-miR-5683 with sequence UACAGAUGCAGAUUCUCUGACUUC. The protein sequence of the target gene is MMLKSVTESFAGMIHGLKVNHLTDGIIRRSKRMILDSLGVGFLGTGTEVFHKVTQYSKIYSSNTSSTVWGRPDFRLPPTYAAFVNGVAVHSMDFDDTWHPATHPSGAVLPVLTALSEALPQIPKFSGLDLLLAFNVGIEVQGRLMHFSKEAKDIPKRFHPPSVVGTLGSAAAASKFLGLSLTKCREALAIAVSHAGAPIANAATQTKPLHIGNAAKHGMEATFLAMLGLQGNKQILDLGSGFGAFYANYSPEDLPSLDSHIWLLDQQDVAFKSFPAHLATHWVADAAAAVRKHLVTPERA.... Result: 0 (no interaction).